Dataset: Orexin1 receptor HTS with 218,158 compounds and 233 confirmed actives. Task: Binary Classification. Given a drug SMILES string, predict its activity (active/inactive) in a high-throughput screening assay against a specified biological target. The compound is Clc1ccc(N2CCN(CC2)CC(=O)Nc2ccc(cc2)C(=O)N)cc1. The result is 0 (inactive).